Dataset: Full USPTO retrosynthesis dataset with 1.9M reactions from patents (1976-2016). Task: Predict the reactants needed to synthesize the given product. Given the product [F:8][C:6]1[CH:7]=[C:2]([B:19]2[O:20][C:21]([CH3:23])([CH3:22])[C:17]([CH3:33])([CH3:16])[O:18]2)[CH:3]=[C:4]([F:15])[C:5]=1[NH:9][C:10]([NH:12][CH2:13][CH3:14])=[O:11], predict the reactants needed to synthesize it. The reactants are: Br[C:2]1[CH:7]=[C:6]([F:8])[C:5]([NH:9][C:10]([NH:12][CH2:13][CH3:14])=[O:11])=[C:4]([F:15])[CH:3]=1.[CH3:16][C:17]1([CH3:33])[C:21]([CH3:23])([CH3:22])[O:20][B:19]([B:19]2[O:20][C:21]([CH3:23])([CH3:22])[C:17]([CH3:33])([CH3:16])[O:18]2)[O:18]1.C([O-])(=O)C.[K+].ClCCl.